Task: Predict hERG channel inhibition at various concentrations.. Dataset: hERG Central: cardiac toxicity at 1µM, 10µM, and general inhibition (1) The drug is Cc1nc2ncnn2c(N2CCN(c3cccc(C(F)(F)F)c3)CC2)c1C. Results: hERG_inhib (hERG inhibition (general)): blocker. (2) The compound is O=C(NC(CC(=O)N1CCN(c2ccccc2O)CC1)c1ccccc1)c1ccccc1Cl. Results: hERG_inhib (hERG inhibition (general)): blocker. (3) The molecule is COc1cccc(CNc2nc3ccccc3n2CCN2CCCCC2)c1. Results: hERG_inhib (hERG inhibition (general)): blocker. (4) The compound is Fc1ccccc1Cc1noc(CN2CCN(C/C=C/c3ccccc3)CC2)n1. Results: hERG_inhib (hERG inhibition (general)): blocker. (5) The compound is O=C(CCN1C(=O)c2ccccc2C1=O)N1CCN(Cc2ccc(Cl)cc2Cl)CC1. Results: hERG_inhib (hERG inhibition (general)): blocker. (6) The drug is CCOc1cc(CNCCc2ccc(S(N)(=O)=O)cc2)cc(Cl)c1OCc1ccccc1.Cl. Results: hERG_inhib (hERG inhibition (general)): blocker.